From a dataset of Reaction yield outcomes from USPTO patents with 853,638 reactions. Predict the reaction yield, written as a fraction of the theoretical maximum amount of product (1.0 means a 100% yield; for example, 0.34 means a 34% yield). (1) The reactants are Cl.[Sn](Cl)Cl.[CH2:5]([N:7]([CH2:21][CH3:22])[C:8]1[CH:13]=[CH:12][C:11]([C:14]([F:17])([F:16])[F:15])=[CH:10][C:9]=1[N+:18]([O-])=O)[CH3:6].C(=O)([O-])O.[Na+]. The catalyst is CO. The product is [NH2:18][C:9]1[CH:10]=[C:11]([C:14]([F:16])([F:17])[F:15])[CH:12]=[CH:13][C:8]=1[N:7]([CH2:21][CH3:22])[CH2:5][CH3:6]. The yield is 0.647. (2) The reactants are [N+:1]([C:4]1[CH:12]=[C:11]([C:13]([OH:15])=[O:14])[C:7]2[O:8][CH2:9][CH2:10][C:6]=2[CH:5]=1)([O-])=O. The catalyst is CO. The product is [NH2:1][C:4]1[CH:12]=[C:11]([C:13]([OH:15])=[O:14])[C:7]2[O:8][CH2:9][CH2:10][C:6]=2[CH:5]=1. The yield is 0.630.